This data is from Forward reaction prediction with 1.9M reactions from USPTO patents (1976-2016). The task is: Predict the product of the given reaction. (1) Given the reactants Cl[C:2]1[N:7]=[CH:6][N:5]=[C:4]2[N:8]([C:11]3[CH:16]=[CH:15][CH:14]=[CH:13][C:12]=3[Cl:17])[N:9]=[CH:10][C:3]=12.[C:18]([C:22]1[CH:28]=[CH:27][C:25]([NH2:26])=[CH:24][CH:23]=1)([CH3:21])([CH3:20])[CH3:19], predict the reaction product. The product is: [C:18]([C:22]1[CH:23]=[CH:24][C:25]([NH:26][C:2]2[N:7]=[CH:6][N:5]=[C:4]3[N:8]([C:11]4[CH:16]=[CH:15][CH:14]=[CH:13][C:12]=4[Cl:17])[N:9]=[CH:10][C:3]=23)=[CH:27][CH:28]=1)([CH3:21])([CH3:19])[CH3:20]. (2) Given the reactants [Si:1]([O:18][CH2:19][C:20]1[C:25]([N:26]2[CH2:31][C@H:30]([CH3:32])[O:29][C@H:28]([CH3:33])[CH2:27]2)=[C:24]([Cl:34])[C:23]([F:35])=[CH:22][N:21]=1)([C:14]([CH3:17])([CH3:16])[CH3:15])([C:8]1[CH:13]=[CH:12][CH:11]=[CH:10][CH:9]=1)[C:2]1[CH:7]=[CH:6][CH:5]=[CH:4][CH:3]=1.CON(C)[C:39](=[O:41])[CH3:40], predict the reaction product. The product is: [Si:1]([O:18][CH2:19][C:20]1[N:21]=[C:22]([C:39](=[O:41])[CH3:40])[C:23]([F:35])=[C:24]([Cl:34])[C:25]=1[N:26]1[CH2:31][C@H:30]([CH3:32])[O:29][C@H:28]([CH3:33])[CH2:27]1)([C:14]([CH3:17])([CH3:15])[CH3:16])([C:8]1[CH:13]=[CH:12][CH:11]=[CH:10][CH:9]=1)[C:2]1[CH:3]=[CH:4][CH:5]=[CH:6][CH:7]=1. (3) Given the reactants C([O:9][C@@H:10]1[C@@H:14]([O:15]C(=O)C2C=CC=CC=2)[C@@H:13]([C:24]([NH:26][CH2:27][CH3:28])=[O:25])[O:12][C@H:11]1[N:29]1[CH:37]=[N:36][C:35]2[C:30]1=[N:31][C:32]([C:53]([O:55][CH3:56])=[O:54])=[N:33][C:34]=2[NH:38][CH2:39][CH:40]([C:47]1[CH:52]=[CH:51][CH:50]=[CH:49][CH:48]=1)[C:41]1[CH:46]=[CH:45][CH:44]=[CH:43][CH:42]=1)(=O)C1C=CC=CC=1.C(=O)([O-])[O-].[Na+].[Na+], predict the reaction product. The product is: [C:47]1([CH:40]([C:41]2[CH:42]=[CH:43][CH:44]=[CH:45][CH:46]=2)[CH2:39][NH:38][C:34]2[N:33]=[C:32]([C:53]([O:55][CH3:56])=[O:54])[N:31]=[C:30]3[C:35]=2[N:36]=[CH:37][N:29]3[C@H:11]2[C@H:10]([OH:9])[C@H:14]([OH:15])[C@@H:13]([C:24]([NH:26][CH2:27][CH3:28])=[O:25])[O:12]2)[CH:48]=[CH:49][CH:50]=[CH:51][CH:52]=1. (4) Given the reactants [N:1]1([C:7]2[CH:8]=[CH:9][C:10]3[N:11]([C:13]([C:16]([F:19])([F:18])[F:17])=[N:14][N:15]=3)[N:12]=2)[CH2:6][CH2:5][NH:4][CH2:3][CH2:2]1.[CH3:20][C:21]1[CH:28]=[CH:27][CH:26]=[CH:25][C:22]=1[CH:23]=O, predict the reaction product. The product is: [CH3:20][C:21]1[CH:28]=[CH:27][CH:26]=[CH:25][C:22]=1[CH2:23][N:4]1[CH2:3][CH2:2][N:1]([C:7]2[CH:8]=[CH:9][C:10]3[N:11]([C:13]([C:16]([F:17])([F:18])[F:19])=[N:14][N:15]=3)[N:12]=2)[CH2:6][CH2:5]1. (5) Given the reactants [CH3:1][C@H:2]1[C@H:11]2[C@@:6]([C:13]3[CH:18]=[CH:17][CH:16]=[CH:15][CH:14]=3)([C:7](=[O:12])[CH2:8][CH2:9][CH2:10]2)[CH2:5][CH2:4][C:3]21[O:22][CH2:21][CH2:20][O:19]2.[CH:23](OCC)=[O:24].CC(C)([O-])C.[K+].OP([O-])(O)=O.[K+], predict the reaction product. The product is: [OH:24]/[CH:23]=[C:8]1\[C:7](=[O:12])[C@:6]2([C:13]3[CH:18]=[CH:17][CH:16]=[CH:15][CH:14]=3)[C@@H:11]([CH2:10][CH2:9]\1)[C@H:2]([CH3:1])[C:3]1([O:19][CH2:20][CH2:21][O:22]1)[CH2:4][CH2:5]2. (6) Given the reactants [C:1]([C:5]1[CH:27]=[CH:26][C:8]2[CH2:9][CH:10]([CH3:25])[N:11]([C:21]([NH:23][CH3:24])=[O:22])[N:12]=[C:13]([C:14]3[CH:19]=[CH:18][C:17](Cl)=[CH:16][CH:15]=3)[C:7]=2[CH:6]=1)([CH3:4])([CH3:3])[CH3:2].[F-].[K+].[CH3:30][C:31]1[C:35](B(O)O)=[C:34]([CH3:39])[O:33][N:32]=1, predict the reaction product. The product is: [C:1]([C:5]1[CH:27]=[CH:26][C:8]2[CH2:9][CH:10]([CH3:25])[N:11]([C:21]([NH:23][CH3:24])=[O:22])[N:12]=[C:13]([C:14]3[CH:19]=[CH:18][C:17]([C:35]4[C:31]([CH3:30])=[N:32][O:33][C:34]=4[CH3:39])=[CH:16][CH:15]=3)[C:7]=2[CH:6]=1)([CH3:4])([CH3:3])[CH3:2]. (7) The product is: [CH2:63]([S:64]([NH:67][C:32]([CH:29]1[CH2:28][CH2:27][N:26]([C:13]2[C:12]([C:10]#[N:11])=[CH:17][C:16]([C:18](=[O:23])[CH2:19][CH2:20][CH2:21][CH3:22])=[C:15]([S:24][CH3:25])[N:14]=2)[CH2:31][CH2:30]1)=[O:33])(=[O:66])=[O:65])[C:57]1[CH:62]=[CH:61][CH:60]=[CH:59][CH:58]=1. Given the reactants CCN(C(C)C)C(C)C.[C:10]([C:12]1[C:13]([N:26]2[CH2:31][CH2:30][CH:29]([C:32](O)=[O:33])[CH2:28][CH2:27]2)=[N:14][C:15]([S:24][CH3:25])=[C:16]([C:18](=[O:23])[CH2:19][CH2:20][CH2:21][CH3:22])[CH:17]=1)#[N:11].CN(C(ON1N=NC2C=CC=CC1=2)=[N+](C)C)C.[B-](F)(F)(F)F.[C:57]1([CH2:63][S:64]([NH2:67])(=[O:66])=[O:65])[CH:62]=[CH:61][CH:60]=[CH:59][CH:58]=1.C([O-])(O)=O.[Na+], predict the reaction product.